Dataset: Full USPTO retrosynthesis dataset with 1.9M reactions from patents (1976-2016). Task: Predict the reactants needed to synthesize the given product. (1) Given the product [OH:11][C:8]1[CH:9]=[CH:10][C:5]([C:3]2[N:12]=[C:13]3[CH:18]=[CH:17][CH:16]=[CH:15][N:14]3[CH:2]=2)=[CH:6][CH:7]=1, predict the reactants needed to synthesize it. The reactants are: Br[CH2:2][C:3]([C:5]1[CH:10]=[CH:9][C:8]([OH:11])=[CH:7][CH:6]=1)=O.[NH2:12][C:13]1[CH:18]=[CH:17][CH:16]=[CH:15][N:14]=1.C(=O)([O-])O.[Na+]. (2) Given the product [Cl:1][C:2]1[C:3]([N:9]2[C:13]([C:14]([Cl:18])=[O:15])=[CH:12][C:11]([CH3:17])=[N:10]2)=[N:4][CH:5]=[C:6]([Cl:8])[CH:7]=1, predict the reactants needed to synthesize it. The reactants are: [Cl:1][C:2]1[C:3]([N:9]2[C:13]([C:14](O)=[O:15])=[CH:12][C:11]([CH3:17])=[N:10]2)=[N:4][CH:5]=[C:6]([Cl:8])[CH:7]=1.[Cl:18]CCl.C(Cl)(=O)C(Cl)=O.